From a dataset of Human Reference Interactome with 51,813 positive PPI pairs across 8,248 proteins, plus equal number of experimentally-validated negative pairs. Binary Classification. Given two protein amino acid sequences, predict whether they physically interact or not. (1) Protein 1 (ENSG00000137822) has sequence MIHELLLALSGYPGSIFTWNKRSGLQVSQDFPFLHPSETSVLNRLCRLGTDYIRFTEFIEQYTGHVQQQDHHPSQQGQGGLHGIYLRAFCTGLDSVLQPYRQALLDLEQEFLGDPHLSISHVNYFLDQFQLLFPSVMVVVEQIKSQKIHGCQILETVYKHSCGGLPPVRSALEKILAVCHGVMYKQLSAWMLHGLLLDQHEEFFIKQGPSSGNVSAQPEEDEEDLGIGGLTGKQLRELQDLRLIEEENMLAPSLKQFSLRVEILPSYIPVRVAEKILFVGESVQMFENQNVNLTRKGSIL.... Protein 2 (ENSG00000100360) has sequence MVKLAAKCILADPAVGKTALAQIFRSDGAHFQKSYTLTTGMDLVVKTVPVPDTGDSVELFIFDSAGKELFSEMLDKLWESPNVLCLVYDVTNEESFNNCSKWLEKARSQAPGISLPGVLVGNKTDLAGRRAVDSAEARAWALGQGLECFETSVKEMENFEAPFHCLAKQFHQLYREKVEVFRALA*XSDGAHFQKSYTLTTGMDLVVKTVPVPDTGDSVELFIFDSAGKELFSEMLDKLWESPNVLCLVYDVTNEESFNNCSKWLEKARSQAPGISLPGVLVGNKTDLAGRRAVDSAEAR.... Result: 0 (the proteins do not interact). (2) Protein 1 (ENSG00000125952) has sequence MSDNDDIEVESDEEQPRFQSAADKRAHHNALERKRRDHIKDSFHSLRDSVPSLQGEKLYFLFWKLCTPVLHRQSLMQKCHTFISSYQVHKKKECKI*MSDNDDIEVESDEEQPRFQSAADKRAHHNALERKRRDHIKDSFHSLRDSVPSLQGEKASRAQILDKATEYIQYMRRKNHTHQQDIDDLKRQNALLEQQGEHPSSWGSWPCCAPARSGFGTWACRVRASHGVCAQ*MSDNDDIEVESDEEQPRFQSAADKRAHHNALERKRRDHIKDSFHSLRDSVPSLQGEKGTKMKLTLPPV.... Protein 2 (ENSG00000167088) has sequence MKLVRFLMKLSHETVTIELKNGTQVHGTITGVDVSMNTHLKAVKMTLKNREPVQLETLSIRGNNIRYFILPDSLPLDTLLVDVEPKVKSKKREAVAGRGRGRGRGRGRGRGRGRGGPRR*MTLKNREPVQLETLSIRGNNIRYFILPDSLPLDTLLVDVEPKVKSKKREAVAGRGRGRGRGRGRGRGRGRGGPRR*MKLVRFLMKLSHETVTIELKNGTQVHGTITVYLWIHYLWMLNLR*. Result: 0 (the proteins do not interact). (3) Protein 1 (ENSG00000101193) has sequence MSYAEKPDEITKDEWMEKLNNLHVQRADMNRLIMNYLVTEGFKEAAEKFRMESGIEPSVDLETLDERIKIREMILKGQIQEAIALINSLHPELLDTNRYLYFHLQQQHLIELIRQRETEAALEFAQTQLAEQGEESRECLTEMERTLALLAFDSPEESPFGDLLHTMQRQKVWSEVNQAVLDYENRESTPKLAKLLKLLLWAQNELDQKKVKYPKMTDLSKGVIEEPK*. Protein 2 (ENSG00000114062) has sequence MKRAAAKHLIERYYHQLTEGCGNEACTNEFCASCPTFLRMDNNAAAIKALELYKINAKLCDPHPSKKGASSAYLENSKGAPNNSCSEIKMNKKGARIDFKDVTYLTEEKVYEILELCREREDYSPLIRVIGRVFSSAEALVQSFRKVKQHTKEELKSLQAKDEDKDEDEKEKAACSAAAMEEDSEASSSRIGDSSQGDNNLQKLGPDDVSVDIDAIRRVYTRLLSNEKIETAFLNALVYLSPNVECDLTYHNVYSRDPNYLNLFIIVMENRNLHSPEYLEMALPLFCKAMSKLPLAAQGK.... Result: 0 (the proteins do not interact). (4) Result: 1 (the proteins interact). Protein 1 (ENSG00000105392) has sequence MMAYMNPGPHYSVNALALSGPSVDLMHQAVPYPSAPRKQRRERTTFTRSQLEELEALFAKTQYPDVYAREEVALKINLPESRVQVWFKNRRAKCRQQRQQQKQQQQPPGGQAKARPAKRKAGTSPRPSTDVCPDPLGISDSYSPPLPGPSGSPTTAVATVSIWSPASESPLPEAQRAGLVASGPSLTSAPYAMTYAPASAFCSSPSAYGSPSSYFSGLDPYLSPMVPQLGGPALSPLSGPSVGPSLAQSPTSLSGQSYGAYSPVDSLEFKDPTGTWKFTYNPMDPLDYKDQSAWKFQIL*.... Protein 2 (ENSG00000149313) has sequence MVFPAKRFCLVPSMEGVRWAFSCGTWLPSRAEWLLAVRSIQPEEKERIGQFVFARDAKAAMAGRLMIRKLVAEKLNIPWNHIRLQRTAKGKPVLAKDSSNPYPNFNFNISHQGDYAVLAAEPELQVGIDIMKTSFPGRGSIPEFFHIMKRKFTNKEWETIRSFKDEWTQLDMFYRNWALKESFIKAIGVGLGFELQRLEFDLSPLNLDIGQVYKETRLFLDGEEEKEWAFEESKIDEHHFVAVALRKPDGSRHQDVPSQDDSKPTQRQFTILNFNDLMSSAVPMTPEDPSFWDCFCFTEE.... (5) Protein 1 (ENSG00000172977) has sequence MAEVGEIIEGCRLPVLRRNQDNEDEWPLAEILSVKDISGRKLFYVHYIDFNKRLDEWVTHERLDLKKIQFPKKEAKTPTKNGLPGSRPGSPEREVKRKVEVVSPATPVPSETAPASVFPQNGAARRAVAAQPGRKRKSNCLGTDEDSQDSSDGIPSAPRMTGSLVSDRSHDDIVTRMKNIECIELGRHRLKPWYFSPYPQELTTLPVLYLCEFCLKYGRSLKCLQRHLTKCDLRHPPGNEIYRKGTISFFEIDGRKNKSYSQNLCLLAKCFLDHKTLYYDTDPFLFYVMTEYDCKGFHIV.... Protein 2 (ENSG00000198546) has sequence MQLPPALCARLAAGPGAAEPLPVERDPAAGAAPFRFVARPVRFPREHQFFEDGDVQRHLYLQDVIMQVADVPEKPRVPAFACQVAGCCQVFDALDDYEHHYHTLHGNVCSFCKRAFPSGHLLDAHILEWHDSLFQILSERQDMYQCLVEGCTEKFKTSRDRKDHMVRMHLYPADFRFDKPKKSRSPASAEAPGDSGERSEGEAMEICSEPVAASPAPAGERRIYRHRSVSELFLKPVLNMCSVLRILGCTWAAALLILNSER*MQLPPALCARLAAGPGAAEPLPVERDPAAGAAPFRFV.... Result: 1 (the proteins interact).